Dataset: Full USPTO retrosynthesis dataset with 1.9M reactions from patents (1976-2016). Task: Predict the reactants needed to synthesize the given product. (1) Given the product [C:4]([CH:6]1[CH2:11][CH2:10][N:9]([C:12]2[CH:13]=[C:14]([S:18][C:19]3[CH:24]=[CH:23][C:22](/[CH:25]=[CH:26]/[C:27]([N:36]4[CH2:37][CH2:38][CH:33]([OH:32])[CH2:34][CH2:35]4)=[O:28])=[C:21]([Cl:30])[C:20]=3[Cl:31])[CH:15]=[CH:16][CH:17]=2)[CH2:8][CH2:7]1)([OH:3])=[O:5], predict the reactants needed to synthesize it. The reactants are: C([O:3][C:4]([CH:6]1[CH2:11][CH2:10][N:9]([C:12]2[CH:13]=[C:14]([S:18][C:19]3[CH:24]=[CH:23][C:22](/[CH:25]=[CH:26]/[C:27](O)=[O:28])=[C:21]([Cl:30])[C:20]=3[Cl:31])[CH:15]=[CH:16][CH:17]=2)[CH2:8][CH2:7]1)=[O:5])C.[OH:32][CH:33]1[CH2:38][CH2:37][NH:36][CH2:35][CH2:34]1.CN(C)CCCN=C=NCC.C1C=CC2N(O)N=NC=2C=1.C(N(CC)CC)C.O.[OH-].[Li+]. (2) Given the product [CH3:14][C:9]1[NH:10][C:11]([CH3:13])=[CH:12][C:8]=1[C:6]1[CH:5]=[CH:4][CH:3]=[C:2]([C:19]2[CH:20]=[CH:21][C:16]([F:15])=[C:17]([CH3:26])[C:18]=2[CH3:25])[N:7]=1, predict the reactants needed to synthesize it. The reactants are: Br[C:2]1[N:7]=[C:6]([C:8]2[CH:12]=[C:11]([CH3:13])[NH:10][C:9]=2[CH3:14])[CH:5]=[CH:4][CH:3]=1.[F:15][C:16]1[CH:21]=[CH:20][C:19](B(O)O)=[C:18]([CH3:25])[C:17]=1[CH3:26].C(=O)([O-])[O-].[Na+].[Na+].C(O)C. (3) Given the product [C:19]([O:18][C:16]([N:13]1[CH2:12][CH2:11][CH:10]([CH2:9][N:8]2[C:7]3[CH:6]=[CH:5][N:4]=[CH:3][C:2]=3[N:1]=[C:3]2[CH2:2][CH2:7][CH3:6])[CH2:15][CH2:14]1)=[O:17])([CH3:22])([CH3:21])[CH3:20], predict the reactants needed to synthesize it. The reactants are: [NH2:1][C:2]1[CH:3]=[N:4][CH:5]=[CH:6][C:7]=1[NH:8][CH2:9][CH:10]1[CH2:15][CH2:14][N:13]([C:16]([O:18][C:19]([CH3:22])([CH3:21])[CH3:20])=[O:17])[CH2:12][CH2:11]1.[OH-].[Na+]. (4) Given the product [Br:24][CH2:15][C:12]1[CH:13]=[CH:14][C:9]([S:6]([NH:5][C:1]([CH3:4])([CH3:3])[CH3:2])(=[O:7])=[O:8])=[C:10]([F:16])[CH:11]=1, predict the reactants needed to synthesize it. The reactants are: [C:1]([NH:5][S:6]([C:9]1[CH:14]=[CH:13][C:12]([CH3:15])=[CH:11][C:10]=1[F:16])(=[O:8])=[O:7])([CH3:4])([CH3:3])[CH3:2].C1C(=O)N([Br:24])C(=O)C1.